From a dataset of Peptide-MHC class I binding affinity with 185,985 pairs from IEDB/IMGT. Regression. Given a peptide amino acid sequence and an MHC pseudo amino acid sequence, predict their binding affinity value. This is MHC class I binding data. The peptide sequence is FLNQANCKI. The MHC is HLA-A02:01 with pseudo-sequence HLA-A02:01. The binding affinity (normalized) is 0.434.